Dataset: Retrosynthesis with 50K atom-mapped reactions and 10 reaction types from USPTO. Task: Predict the reactants needed to synthesize the given product. The reactants are: CI.Nc1cc2c(cc1Br)CCC(=O)N2. Given the product CN1C(=O)CCc2cc(Br)c(N)cc21, predict the reactants needed to synthesize it.